The task is: Binary Classification. Given a drug SMILES string, predict its activity (active/inactive) in a high-throughput screening assay against a specified biological target.. This data is from HIV replication inhibition screening data with 41,000+ compounds from the AIDS Antiviral Screen. The drug is CCOC(=O)C(=O)Nc1ccccc1OCC. The result is 0 (inactive).